From a dataset of Catalyst prediction with 721,799 reactions and 888 catalyst types from USPTO. Predict which catalyst facilitates the given reaction. Reactant: [Cl:1][C:2]1[CH:7]=[C:6]([I:8])[CH:5]=[CH:4][C:3]=1[NH:9][C:10]1[N:15]([CH3:16])[C:14](=[O:17])[N:13]([CH3:18])[C:12](=[O:19])[C:11]=1[C:20]([NH:22][O:23][CH2:24][C@H:25]1[CH2:29][O:28]C(C)(C)[O:26]1)=[O:21].C1COCC1.C1(C)C=CC(S(O)(=O)=O)=CC=1. Product: [Cl:1][C:2]1[CH:7]=[C:6]([I:8])[CH:5]=[CH:4][C:3]=1[NH:9][C:10]1[N:15]([CH3:16])[C:14](=[O:17])[N:13]([CH3:18])[C:12](=[O:19])[C:11]=1[C:20]([NH:22][O:23][CH2:24][C@H:25]([OH:26])[CH2:29][OH:28])=[O:21]. The catalyst class is: 5.